Dataset: Peptide-MHC class I binding affinity with 185,985 pairs from IEDB/IMGT. Task: Regression. Given a peptide amino acid sequence and an MHC pseudo amino acid sequence, predict their binding affinity value. This is MHC class I binding data. (1) The peptide sequence is AHSTIMPRL. The MHC is HLA-B15:01 with pseudo-sequence HLA-B15:01. The binding affinity (normalized) is 0.0847. (2) The peptide sequence is YMHGSIHEV. The MHC is HLA-A02:19 with pseudo-sequence HLA-A02:19. The binding affinity (normalized) is 0.820.